This data is from Peptide-MHC class II binding affinity with 134,281 pairs from IEDB. The task is: Regression. Given a peptide amino acid sequence and an MHC pseudo amino acid sequence, predict their binding affinity value. This is MHC class II binding data. (1) The peptide sequence is EKKEFAATQFEPLAA. The MHC is HLA-DPA10103-DPB10601 with pseudo-sequence HLA-DPA10103-DPB10601. The binding affinity (normalized) is 0.897. (2) The peptide sequence is PTIIERNITEIVYLT. The MHC is DRB1_1302 with pseudo-sequence DRB1_1302. The binding affinity (normalized) is 0.760. (3) The peptide sequence is TESWIVDRQWAQDLT. The MHC is HLA-DQA10102-DQB10501 with pseudo-sequence HLA-DQA10102-DQB10501. The binding affinity (normalized) is 0. (4) The peptide sequence is AFHVAATAANAAPAN. The MHC is DRB1_0401 with pseudo-sequence DRB1_0401. The binding affinity (normalized) is 0.442. (5) The peptide sequence is MASSSSVLLVVALFA. The MHC is HLA-DQA10102-DQB10502 with pseudo-sequence HLA-DQA10102-DQB10502. The binding affinity (normalized) is 0. (6) The binding affinity (normalized) is 0.259. The MHC is HLA-DQA10501-DQB10301 with pseudo-sequence HLA-DQA10501-DQB10301. The peptide sequence is EATTDGLGWYKIEID. (7) The peptide sequence is RVLDTVEKWLACGVD. The MHC is DRB3_0202 with pseudo-sequence DRB3_0202. The binding affinity (normalized) is 0.